Predict the reactants needed to synthesize the given product. From a dataset of Full USPTO retrosynthesis dataset with 1.9M reactions from patents (1976-2016). (1) Given the product [F:40][C:39]([F:42])([F:41])[C:37]([OH:43])=[O:38].[C:1]([C:3]1[CH:8]=[CH:7][N:6]=[C:5]([NH:9][C:10]2[N:15]=[C:14]([C:16]3[CH:17]=[N:18][C:19]([N:22]4[CH2:26][CH2:25][CH2:24][C@H:23]4[C:27]([OH:29])=[O:28])=[CH:20][CH:21]=3)[CH:13]=[C:12]([CH:34]3[CH2:36][CH2:35]3)[CH:11]=2)[CH:4]=1)#[N:2], predict the reactants needed to synthesize it. The reactants are: [C:1]([C:3]1[CH:8]=[CH:7][N:6]=[C:5]([NH:9][C:10]2[N:15]=[C:14]([C:16]3[CH:17]=[N:18][C:19]([N:22]4[CH2:26][CH2:25][CH2:24][C@H:23]4[C:27]([O:29]C(C)(C)C)=[O:28])=[CH:20][CH:21]=3)[CH:13]=[C:12]([CH:34]3[CH2:36][CH2:35]3)[CH:11]=2)[CH:4]=1)#[N:2].[C:37]([OH:43])([C:39]([F:42])([F:41])[F:40])=[O:38]. (2) Given the product [Br:1][C:2]1[CH:7]=[CH:6][C:5]([O:8][CH2:17][C:13]2[S:12][CH:16]=[CH:15][N:14]=2)=[CH:4][C:3]=1[N+:9]([O-:11])=[O:10], predict the reactants needed to synthesize it. The reactants are: [Br:1][C:2]1[CH:7]=[CH:6][C:5]([OH:8])=[CH:4][C:3]=1[N+:9]([O-:11])=[O:10].[S:12]1[CH:16]=[CH:15][N:14]=[C:13]1[CH2:17]O.C1(P(C2C=CC=CC=2)C2C=CC=CC=2)C=CC=CC=1.CCOC(/N=N/C(OCC)=O)=O. (3) Given the product [Br:11][CH2:12][C:13]([NH:1][CH2:2][C@@H:3]([OH:4])[C:5]1[CH:10]=[CH:9][CH:8]=[CH:7][CH:6]=1)=[O:14], predict the reactants needed to synthesize it. The reactants are: [NH2:1][CH2:2][C@H:3]([C:5]1[CH:10]=[CH:9][CH:8]=[CH:7][CH:6]=1)[OH:4].[Br:11][CH2:12][C:13](Br)=[O:14]. (4) Given the product [C:1]([O:5][C:6]([NH:8][CH2:9][CH2:10][C:11]([O:13][C:20]1[CH:19]=[CH:18][C:17]([O:16][C:15]([F:14])([F:24])[F:25])=[CH:22][CH:21]=1)=[O:12])=[O:7])([CH3:4])([CH3:2])[CH3:3], predict the reactants needed to synthesize it. The reactants are: [C:1]([O:5][C:6]([NH:8][CH2:9][CH2:10][C:11]([OH:13])=[O:12])=[O:7])([CH3:4])([CH3:3])[CH3:2].[F:14][C:15]([F:25])([F:24])[O:16][C:17]1[CH:22]=[CH:21][C:20](O)=[CH:19][CH:18]=1.C(OC(NCCCC(OC1C(C)=CC=CC=1C)=O)=O)(C)(C)C. (5) Given the product [CH2:1]([O:3][C:4]1[CH:9]=[CH:8][C:7]2[C:10]3[C:11](=[C:12]([F:19])[C:13]([CH2:16][CH2:17][CH3:18])=[CH:14][CH:15]=3)[CH:20]([OH:21])[CH:22]([OH:23])[C:6]=2[C:5]=1[F:24])[CH3:2], predict the reactants needed to synthesize it. The reactants are: [CH2:1]([O:3][C:4]1[C:5]([F:24])=[C:6]([CH:22]=[O:23])[C:7]([C:10]2[C:11]([CH:20]=[O:21])=[C:12]([F:19])[C:13]([CH2:16][CH2:17][CH3:18])=[CH:14][CH:15]=2)=[CH:8][CH:9]=1)[CH3:2]. (6) Given the product [F:1][C:2]1[CH:7]=[C:6]([I:8])[CH:5]=[CH:4][C:3]=1[NH:9][C:10]1[N:15]([CH3:16])[C:14](=[O:17])[N:13]([CH3:18])[C:12](=[O:19])[C:11]=1[C:20]([N:29]1[CH2:34][CH2:33][NH:32][CH2:31][CH2:30]1)=[O:22], predict the reactants needed to synthesize it. The reactants are: [F:1][C:2]1[CH:7]=[C:6]([I:8])[CH:5]=[CH:4][C:3]=1[NH:9][C:10]1[N:15]([CH3:16])[C:14](=[O:17])[N:13]([CH3:18])[C:12](=[O:19])[C:11]=1[C:20]([O:22]C1C=CC=CC=1)=O.[NH:29]1[CH2:34][CH2:33][NH:32][CH2:31][CH2:30]1. (7) Given the product [C:1]([O:5][C:6]([N:8]1[CH2:12][CH2:11][CH2:10][C@H:9]1[CH2:13][N:14]1[C:18]2[N:19]=[CH:20][N:21]=[C:22]([NH2:23])[C:17]=2[C:16]([C:35]2[CH:36]=[CH:37][C:32]([O:25][C:26]3[CH:31]=[CH:30][CH:29]=[CH:28][CH:27]=3)=[CH:33][CH:34]=2)=[CH:15]1)=[O:7])([CH3:4])([CH3:3])[CH3:2], predict the reactants needed to synthesize it. The reactants are: [C:1]([O:5][C:6]([N:8]1[CH2:12][CH2:11][CH2:10][C@H:9]1[CH2:13][N:14]1[C:18]2[N:19]=[CH:20][N:21]=[C:22]([NH2:23])[C:17]=2[C:16](I)=[CH:15]1)=[O:7])([CH3:4])([CH3:3])[CH3:2].[O:25]([C:32]1[CH:37]=[CH:36][C:35](B(O)O)=[CH:34][CH:33]=1)[C:26]1[CH:31]=[CH:30][CH:29]=[CH:28][CH:27]=1.C([O-])([O-])=O.[Na+].[Na+]. (8) Given the product [CH3:19][S@:11](=[O:18])([C:12]1[CH:13]=[CH:14][CH:15]=[CH:16][CH:17]=1)=[N:10][C:8](=[O:9])[C:7]1[CH:20]=[C:3]([C:1]#[C:2][C:22]2[CH:23]=[N:24][NH:25][CH:26]=2)[CH:4]=[N:5][CH:6]=1, predict the reactants needed to synthesize it. The reactants are: [C:1]([C:3]1[CH:4]=[N:5][CH:6]=[C:7]([CH:20]=1)[C:8]([N:10]=[S@@:11]([CH3:19])(=[O:18])[C:12]1[CH:17]=[CH:16][CH:15]=[CH:14][CH:13]=1)=[O:9])#[CH:2].I[C:22]1[CH:23]=[N:24][NH:25][CH:26]=1. (9) Given the product [NH2:1][C@@H:2]1[CH2:7][CH2:6][CH2:5][N:4]([C:8]2[N:9]([CH2:16][C:17]3[CH:24]=[CH:23][CH:22]=[CH:21][C:18]=3[C:19]#[N:20])[C:10](=[O:15])[C:11]([C:30]#[C:29][Si:26]([CH3:28])([CH3:27])[CH3:25])=[CH:12][N:13]=2)[CH2:3]1, predict the reactants needed to synthesize it. The reactants are: [NH2:1][C@@H:2]1[CH2:7][CH2:6][CH2:5][N:4]([C:8]2[N:9]([CH2:16][C:17]3[CH:24]=[CH:23][CH:22]=[CH:21][C:18]=3[C:19]#[N:20])[C:10](=[O:15])[C:11](Br)=[CH:12][N:13]=2)[CH2:3]1.[CH3:25][Si:26]([C:29]#[CH:30])([CH3:28])[CH3:27].C(N(CC)CC)C. (10) Given the product [CH2:65]([N:62]1[C:57]2=[N:58][C:59]([CH2:60][CH3:61])=[C:54]([CH2:53][NH:52][C:50](=[O:51])[C:49]3[CH:48]=[CH:47][C:46]([CH2:45][NH:44][CH2:43][C@H:42]([OH:76])[C:37]4[CH:38]=[CH:39][C:40]([OH:41])=[C:35]([CH2:34][OH:33])[CH:36]=4)=[CH:75][CH:74]=3)[C:55]([NH:67][CH:68]3[CH2:69][CH2:70][O:71][CH2:72][CH2:73]3)=[C:56]2[CH:64]=[N:63]1)[CH3:66], predict the reactants needed to synthesize it. The reactants are: N(C[C@@H](C1C=CC(OCC2C=CC=CC=2)=C2C=1C=CC(=O)N2)O)=[N+]=[N-].[Si]([O:33][CH2:34][C:35]1[CH:36]=[C:37]([C@@H:42]([OH:76])[CH2:43][NH:44][CH2:45][C:46]2[CH:75]=[CH:74][C:49]([C:50]([NH:52][CH2:53][C:54]3[C:55]([NH:67][CH:68]4[CH2:73][CH2:72][O:71][CH2:70][CH2:69]4)=[C:56]4[CH:64]=[N:63][N:62]([CH2:65][CH3:66])[C:57]4=[N:58][C:59]=3[CH2:60][CH3:61])=[O:51])=[CH:48][CH:47]=2)[CH:38]=[CH:39][C:40]=1[OH:41])(C(C)(C)C)(C)C.